This data is from Forward reaction prediction with 1.9M reactions from USPTO patents (1976-2016). The task is: Predict the product of the given reaction. Given the reactants [C:1]([O:5][C:6](=[O:41])[N:7]([CH2:30][C:31]1[CH:40]=[CH:39][C:34]2[O:35][CH2:36][CH2:37][O:38][C:33]=2[CH:32]=1)[CH:8]1[CH2:13][CH2:12][N:11]([CH2:14][CH2:15][N:16]2[C:25]3[C:20](=[C:21]([N+:26]([O-])=O)[CH:22]=[CH:23][CH:24]=3)[CH:19]=[CH:18][C:17]2=[O:29])[CH2:10][CH2:9]1)([CH3:4])([CH3:3])[CH3:2], predict the reaction product. The product is: [C:1]([O:5][C:6](=[O:41])[N:7]([CH2:30][C:31]1[CH:40]=[CH:39][C:34]2[O:35][CH2:36][CH2:37][O:38][C:33]=2[CH:32]=1)[CH:8]1[CH2:9][CH2:10][N:11]([CH2:14][CH2:15][N:16]2[C:25]3[C:20](=[C:21]([NH2:26])[CH:22]=[CH:23][CH:24]=3)[CH:19]=[CH:18][C:17]2=[O:29])[CH2:12][CH2:13]1)([CH3:4])([CH3:2])[CH3:3].